This data is from Reaction yield outcomes from USPTO patents with 853,638 reactions. The task is: Predict the reaction yield, written as a fraction of the theoretical maximum amount of product (1.0 means a 100% yield; for example, 0.34 means a 34% yield). (1) The reactants are [C:1]([O:5][C:6]([N:8]1[CH2:12][CH2:11][CH2:10][C@@H:9]1[CH2:13][O:14][C:15]1[CH:20]=[CH:19][C:18]([OH:21])=[CH:17][CH:16]=1)=[O:7])([CH3:4])([CH3:3])[CH3:2].[F:22][C:23]([F:33])([F:32])[C:24]1[CH:25]=[C:26]([CH:29]=[CH:30][CH:31]=1)[CH2:27]Br. No catalyst specified. The product is [C:1]([O:5][C:6]([N:8]1[CH2:12][CH2:11][CH2:10][C@@H:9]1[CH2:13][O:14][C:15]1[CH:20]=[CH:19][C:18]([O:21][CH2:27][C:26]2[CH:29]=[CH:30][CH:31]=[C:24]([C:23]([F:22])([F:32])[F:33])[CH:25]=2)=[CH:17][CH:16]=1)=[O:7])([CH3:4])([CH3:2])[CH3:3]. The yield is 0.550. (2) The reactants are [CH:1]1[C:6]([N+:7]([O-:9])=[O:8])=[CH:5][CH:4]=[C:3]([OH:10])[CH:2]=1.Cl[C:12]([O:14][CH2:15][Cl:16])=[O:13].C(N(CC)CC)C. The catalyst is O1CCCC1. The product is [C:12](=[O:13])([O:10][C:3]1[CH:4]=[CH:5][C:6]([N+:7]([O-:9])=[O:8])=[CH:1][CH:2]=1)[O:14][CH2:15][Cl:16]. The yield is 0.950. (3) The reactants are [Cl:1][C:2]1[N:10]=[C:9](Cl)[C:8]([F:12])=[CH:7][C:3]=1[C:4]([OH:6])=[O:5].[OH-:13].[Na+].Cl. No catalyst specified. The product is [Cl:1][C:2]1[NH:10][C:9](=[O:13])[C:8]([F:12])=[CH:7][C:3]=1[C:4]([OH:6])=[O:5]. The yield is 0.470. (4) The reactants are [CH2:1]([O:3][C:4](=[O:22])[C:5]1[CH:10]=[C:9]([N+:11]([O-])=O)[CH:8]=[C:7]([N+]([O-])=O)[C:6]=1[CH:17]=[CH:18][N:19](C)C)[CH3:2].Cl[Sn]Cl. The catalyst is C(O)C. The product is [CH2:1]([O:3][C:4]([C:5]1[C:6]2[CH:17]=[CH:18][NH:19][C:7]=2[CH:8]=[C:9]([NH2:11])[CH:10]=1)=[O:22])[CH3:2]. The yield is 0.400. (5) The reactants are [CH2:1]([C:4]1[C:8]([CH2:9][CH2:10][CH2:11][CH2:12][OH:13])=[CH:7][N:6]([C:14]2[CH:19]=[CH:18][C:17]([C:20]([F:23])([F:22])[F:21])=[CH:16][N:15]=2)[N:5]=1)[CH2:2][CH3:3].O[C:25]1[C:29]([CH2:30][C:31]([O:33]C)=[O:32])=[CH:28][N:27]([C:35]2[CH:40]=[CH:39][CH:38]=[CH:37][CH:36]=2)[N:26]=1.C(P(CCCC)CCCC)CCC.N(C(N1CCCCC1)=O)=NC(N1CCCCC1)=O. The catalyst is O1CCCC1. The product is [C:35]1([N:27]2[CH:28]=[C:29]([CH2:30][C:31]([OH:33])=[O:32])[C:25]([O:13][CH2:12][CH2:11][CH2:10][CH2:9][C:8]3[C:4]([CH2:1][CH2:2][CH3:3])=[N:5][N:6]([C:14]4[CH:19]=[CH:18][C:17]([C:20]([F:22])([F:21])[F:23])=[CH:16][N:15]=4)[CH:7]=3)=[N:26]2)[CH:40]=[CH:39][CH:38]=[CH:37][CH:36]=1. The yield is 0.740. (6) The reactants are Cl.[F:2][C:3]1[CH:4]=[CH:5][C:6]2[C:10]([CH:11]3[CH2:16][CH2:15][NH:14][CH2:13][CH2:12]3)=[CH:9][S:8][C:7]=2[CH:17]=1.Cl[C:19]1[N:20]([CH3:32])[C:21](=[O:31])[CH:22]=[C:23]([C:25]2[CH:30]=[CH:29][N:28]=[CH:27][N:26]=2)[N:24]=1.C(N(CC)CC)C. The catalyst is O1CCCC1. The product is [F:2][C:3]1[CH:4]=[CH:5][C:6]2[C:10]([CH:11]3[CH2:12][CH2:13][N:14]([C:19]4[N:20]([CH3:32])[C:21](=[O:31])[CH:22]=[C:23]([C:25]5[CH:30]=[CH:29][N:28]=[CH:27][N:26]=5)[N:24]=4)[CH2:15][CH2:16]3)=[CH:9][S:8][C:7]=2[CH:17]=1. The yield is 0.960. (7) The reactants are Cl[C:2]1[N:3]=[C:4]([OH:12])[C:5]2[CH:11]=[CH:10][N:9]=[CH:8][C:6]=2[N:7]=1.[C:13]1([C@H:19]([N:21]2[CH:25]=[C:24]([OH:26])[CH:23]=[N:22]2)[CH3:20])[CH:18]=[CH:17][CH:16]=[CH:15][CH:14]=1.C([O-])([O-])=O.[Cs+].[Cs+]. The catalyst is CN(C=O)C.[Cu]I. The product is [C:13]1([C@H:19]([N:21]2[CH:25]=[C:24]([O:26][C:2]3[N:3]=[C:4]([OH:12])[C:5]4[CH:11]=[CH:10][N:9]=[CH:8][C:6]=4[N:7]=3)[CH:23]=[N:22]2)[CH3:20])[CH:18]=[CH:17][CH:16]=[CH:15][CH:14]=1. The yield is 0.110. (8) The reactants are [CH2:1]([C:8]1[C:13](=[O:14])[N:12]2[CH:15]=[CH:16][CH:17]=[CH:18][C:11]2=[N:10][C:9]=1[CH:19]=[O:20])[C:2]1[CH:7]=[CH:6][CH:5]=[CH:4][CH:3]=1.[C:21]([Mg]Br)([CH3:23])=[CH2:22]. The product is [CH2:1]([C:8]1[C:13](=[O:14])[N:12]2[CH:15]=[CH:16][CH:17]=[CH:18][C:11]2=[N:10][C:9]=1[CH:19]([OH:20])[C:21]([CH3:23])=[CH2:22])[C:2]1[CH:7]=[CH:6][CH:5]=[CH:4][CH:3]=1. The catalyst is C1COCC1. The yield is 1.06.